Dataset: Full USPTO retrosynthesis dataset with 1.9M reactions from patents (1976-2016). Task: Predict the reactants needed to synthesize the given product. (1) Given the product [S:14]1[C:18]2[CH:19]=[CH:20][CH:21]=[C:22]([O:23][C:24]3[CH:30]=[CH:29][C:27]([N:28]4[C:2]5[C:3]6=[C:4]([CH:8]=[CH:9][N:10]6[CH2:11][CH2:12]4)[N:5]=[CH:6][N:7]=5)=[CH:26][C:25]=3[Cl:31])[C:17]=2[CH:16]=[CH:15]1, predict the reactants needed to synthesize it. The reactants are: Cl[C:2]1[C:3]2[N:10]([CH2:11][CH2:12]Cl)[CH:9]=[CH:8][C:4]=2[N:5]=[CH:6][N:7]=1.[S:14]1[C:18]2[CH:19]=[CH:20][CH:21]=[C:22]([O:23][C:24]3[CH:30]=[CH:29][C:27]([NH2:28])=[CH:26][C:25]=3[Cl:31])[C:17]=2[CH:16]=[CH:15]1.C(=O)([O-])[O-].[K+].[K+].C(=O)([O-])O.[Na+]. (2) Given the product [Cl:1][C:2]1[CH:7]=[CH:6][C:5]([C:8]2[C:17]3[C:12](=[CH:13][CH:14]=[CH:15][CH:16]=3)[N:11]=[C:10]([NH:18][CH2:19][CH2:20][CH2:21][N:22]3[CH2:27][CH2:26][N:25]([C:41]([C:40]4[CH:44]=[CH:45][CH:46]=[C:38]([O:37][C:36]([F:35])([F:47])[F:48])[CH:39]=4)=[O:42])[CH2:24][CH2:23]3)[N:9]=2)=[CH:4][CH:3]=1, predict the reactants needed to synthesize it. The reactants are: [Cl:1][C:2]1[CH:7]=[CH:6][C:5]([C:8]2[C:17]3[C:12](=[CH:13][CH:14]=[CH:15][CH:16]=3)[N:11]=[C:10]([NH:18][CH2:19][CH2:20][CH2:21][N:22]3[CH2:27][CH2:26][NH:25][CH2:24][CH2:23]3)[N:9]=2)=[CH:4][CH:3]=1.C(N(CC)CC)C.[F:35][C:36]([F:48])([F:47])[O:37][C:38]1[CH:39]=[C:40]([CH:44]=[CH:45][CH:46]=1)[C:41](Cl)=[O:42]. (3) Given the product [Cl:21][C:17]1[N:16]=[C:15]([NH:14][C:4]([C:6]2[CH:11]=[C:10]([Cl:12])[CH:9]=[C:8]([CH3:13])[N:7]=2)=[O:5])[CH:20]=[CH:19][CH:18]=1, predict the reactants needed to synthesize it. The reactants are: C(O[C:4]([C:6]1[CH:11]=[C:10]([Cl:12])[CH:9]=[C:8]([CH3:13])[N:7]=1)=[O:5])C.[NH2:14][C:15]1[CH:20]=[CH:19][CH:18]=[C:17]([Cl:21])[N:16]=1. (4) Given the product [C:8]([C:6]1[CH:7]=[C:2]([NH:1][C:17]([C:19]2[S:20][CH:21]=[CH:22][CH:23]=2)=[NH:18])[CH:3]=[CH:4][C:5]=1[O:11][CH3:12])(=[O:10])[CH3:9], predict the reactants needed to synthesize it. The reactants are: [NH2:1][C:2]1[CH:3]=[CH:4][C:5]([O:11][CH3:12])=[C:6]([C:8](=[O:10])[CH3:9])[CH:7]=1.Cl.C(S[C:17]([C:19]1[S:20][CH:21]=[CH:22][CH:23]=1)=[NH:18])C. (5) Given the product [CH3:19][O:20][C:21]([C:23]1[N:24]=[C:25]([NH:28][C:16]([C:11]2[CH:29]=[C:9]([C:4]3[CH:5]=[C:6]([F:8])[CH:7]=[C:2]([F:1])[CH:3]=3)[CH:14]=[C:13]([CH3:15])[N:12]=2)=[O:18])[S:26][CH:27]=1)=[O:22], predict the reactants needed to synthesize it. The reactants are: [F:1][C:2]1[CH:3]=[C:4]([C:9]2[CH:14]=[C:13]([CH3:15])[N:12]=[C:11]([C:16]([OH:18])=O)N=2)[CH:5]=[C:6]([F:8])[CH:7]=1.[CH3:19][O:20][C:21]([C:23]1[N:24]=[C:25]([NH2:28])[S:26][CH:27]=1)=[O:22].[CH2:29](N(C(C)C)C(C)C)C. (6) Given the product [F:35][C:36]1[CH:37]=[CH:38][C:39]([CH:40]([C:41]2[CH:46]=[CH:45][C:44]([F:47])=[CH:43][CH:42]=2)[CH:9]2[C:10](=[O:13])[CH2:11][CH2:12][N:7]([CH2:6][C:5]3[CH:4]=[C:3]([C:2]([F:1])([F:21])[F:22])[CH:16]=[C:15]([C:17]([F:20])([F:18])[F:19])[CH:14]=3)[CH2:8]2)=[CH:49][CH:50]=1, predict the reactants needed to synthesize it. The reactants are: [F:1][C:2]([F:22])([F:21])[C:3]1[CH:4]=[C:5]([CH:14]=[C:15]([C:17]([F:20])([F:19])[F:18])[CH:16]=1)[CH2:6][N:7]1[CH2:12][CH2:11][C:10](=[O:13])[CH2:9][CH2:8]1.[Si](OS(C(F)(F)F)(=O)=O)(C)(C)C.[F:35][C:36]1[CH:50]=[CH:49][C:39]([CH:40](O)[C:41]2[CH:46]=[CH:45][C:44]([F:47])=[CH:43][CH:42]=2)=[CH:38][CH:37]=1.C(=O)([O-])[O-].[Na+].[Na+]. (7) The reactants are: [OH:1][C:2]1[CH:11]=[C:10]2[C:5]([CH2:6][CH2:7][CH2:8][C:9]2=O)=[CH:4][CH:3]=1.Cl.[NH2:14][OH:15].C([O-])(=O)C.[Na+]. Given the product [OH:1][C:2]1[CH:11]=[C:10]2[C:5]([CH2:6][CH2:7][CH2:8][C:9]2=[N:14][OH:15])=[CH:4][CH:3]=1, predict the reactants needed to synthesize it. (8) Given the product [C:1]([O:5][C:6](=[O:19])[NH:7][C:8]1[CH:13]=[CH:12][C:11]([C:14]([F:17])([F:16])[F:15])=[CH:10][C:9]=1[NH:18][C:25](=[O:24])[CH2:26][C:27]([C:29]1[CH:34]=[CH:33][CH:32]=[C:31]([C:35]2[CH:40]=[CH:39][N:38]=[C:37]([CH:41]([CH3:42])[CH3:43])[CH:36]=2)[CH:30]=1)=[O:28])([CH3:4])([CH3:2])[CH3:3], predict the reactants needed to synthesize it. The reactants are: [C:1]([O:5][C:6](=[O:19])[NH:7][C:8]1[CH:13]=[CH:12][C:11]([C:14]([F:17])([F:16])[F:15])=[CH:10][C:9]=1[NH2:18])([CH3:4])([CH3:3])[CH3:2].C([O:24][C:25](=O)[CH2:26][C:27]([C:29]1[CH:34]=[CH:33][CH:32]=[C:31]([C:35]2[CH:40]=[CH:39][N:38]=[C:37]([CH:41]([CH3:43])[CH3:42])[CH:36]=2)[CH:30]=1)=[O:28])(C)(C)C. (9) Given the product [C:1]([N:9]1[C:14](=[O:15])[C:13]([I:16])=[CH:12][N:11]([CH2:27][CH2:26][CH2:25][Cl:28])[C:10]1=[O:17])(=[O:8])[C:2]1[CH:7]=[CH:6][CH:5]=[CH:4][CH:3]=1, predict the reactants needed to synthesize it. The reactants are: [C:1]([N:9]1[C:14](=[O:15])[C:13]([I:16])=[CH:12][NH:11][C:10]1=[O:17])(=[O:8])[C:2]1[CH:7]=[CH:6][CH:5]=[CH:4][CH:3]=1.C([O-])([O-])=O.[K+].[K+].Br[CH:25]([Cl:28])[CH2:26][CH3:27].O. (10) Given the product [C@H:1]1([NH:10][C:11]2[CH:20]=[CH:19][C:18]3[C:13](=[CH:14][CH:15]=[C:16]([NH:21][C:22]([N:24]4[CH2:29][CH2:28][CH:27]([CH2:30][OH:31])[CH2:26][CH2:25]4)=[O:23])[CH:17]=3)[N:12]=2)[C:9]2[C:4](=[CH:5][CH:6]=[CH:7][CH:8]=2)[CH2:3][CH2:2]1, predict the reactants needed to synthesize it. The reactants are: [C@H:1]1([NH:10][C:11]2[CH:20]=[CH:19][C:18]3[C:13](=[CH:14][CH:15]=[C:16]([NH:21][C:22]([N:24]4[CH2:29][CH2:28][CH:27]([CH2:30][O:31]C5CCCCO5)[CH2:26][CH2:25]4)=[O:23])[CH:17]=3)[N:12]=2)[C:9]2[C:4](=[CH:5][CH:6]=[CH:7][CH:8]=2)[CH2:3][CH2:2]1.C1(C)C=CC(S([O-])(=O)=O)=CC=1.[NH+]1C=CC=CC=1.